From a dataset of Full USPTO retrosynthesis dataset with 1.9M reactions from patents (1976-2016). Predict the reactants needed to synthesize the given product. (1) Given the product [F:49][CH:26]([C:4]1[C:5]2[CH2:6][C:7]([CH3:24])([CH3:25])[N:8]=[C:9]([C:18]3[CH:23]=[CH:22][CH:21]=[CH:20][CH:19]=3)[C:10]=2[C:11]2[CH2:15][C:14]([CH3:17])([CH3:16])[O:13][C:12]=2[C:3]=1[O:2][CH3:1])[C:27]#[N:28], predict the reactants needed to synthesize it. The reactants are: [CH3:1][O:2][C:3]1[C:12]2[O:13][C:14]([CH3:17])([CH3:16])[CH2:15][C:11]=2[C:10]2[C:9]([C:18]3[CH:23]=[CH:22][CH:21]=[CH:20][CH:19]=3)=[N:8][C:7]([CH3:25])([CH3:24])[CH2:6][C:5]=2[C:4]=1[CH2:26][C:27]#[N:28].C([Li])(C)(C)C.CCCCC.C1C=CC(S(N(S(C2C=CC=CC=2)(=O)=O)[F:49])(=O)=O)=CC=1. (2) Given the product [NH2:66][C:60]([CH3:59])([CH2:63][CH2:64][CH3:65])[CH2:61][NH:62][C:23]([C:22]1[N:5]2[CH:6]=[C:7]([CH3:21])[CH:8]=[C:9]([O:10][CH2:11][C:12]3[C:17]([F:18])=[CH:16][CH:15]=[C:14]([F:19])[C:13]=3[F:20])[C:4]2=[N:3][C:2]=1[CH3:1])=[O:24], predict the reactants needed to synthesize it. The reactants are: [CH3:1][C:2]1[N:3]=[C:4]2[C:9]([O:10][CH2:11][C:12]3[C:17]([F:18])=[CH:16][CH:15]=[C:14]([F:19])[C:13]=3[F:20])=[CH:8][C:7]([CH3:21])=[CH:6][N:5]2[C:22]=1[C:23](O)=[O:24].CN(C(ON1N=NC2C=CC=NC1=2)=[N+](C)C)C.F[P-](F)(F)(F)(F)F.C(N(CC)C(C)C)(C)C.[CH3:59][C:60]([NH2:66])([CH2:63][CH2:64][CH3:65])[CH2:61][NH2:62].C(#N)C.C(O)(C(F)(F)F)=O. (3) Given the product [NH2:29][C:28]1[C:18]2[C:19](=[N:20][C:15]([S:14][CH2:13][C:11]3[N:12]=[C:8]([C:5]4[CH:4]=[CH:3][C:2]([Cl:1])=[CH:7][CH:6]=4)[S:9][CH:10]=3)=[C:16]([C:40]#[N:41])[C:17]=2[C:30]2[CH:31]=[CH:32][C:33]([O:36][CH2:37][CH2:38][OH:39])=[CH:34][CH:35]=2)[N:21]([CH3:27])[C:22]=1[C:23]([O:25][CH3:26])=[O:24], predict the reactants needed to synthesize it. The reactants are: [Cl:1][C:2]1[CH:7]=[CH:6][C:5]([C:8]2[S:9][CH:10]=[C:11]([CH2:13][S:14][C:15]3[N:20]=[C:19]([N:21]([CH3:27])[CH2:22][C:23]([O:25][CH3:26])=[O:24])[C:18]([C:28]#[N:29])=[C:17]([C:30]4[CH:35]=[CH:34][C:33]([O:36][CH2:37][CH2:38][OH:39])=[CH:32][CH:31]=4)[C:16]=3[C:40]#[N:41])[N:12]=2)=[CH:4][CH:3]=1.C(=O)([O-])[O-].[Cs+].[Cs+]. (4) Given the product [CH3:19][C:20]1[CH:25]=[CH:24][C:23]([S:26]([O:10][CH2:9][C@H:6]2[CH2:5][CH2:4][C@H:3]3[CH2:8][C@@H:7]2[C:2]3([CH3:11])[CH3:1])(=[O:28])=[O:27])=[CH:22][CH:21]=1, predict the reactants needed to synthesize it. The reactants are: [CH3:1][C:2]1([CH3:11])[C@H:7]2[CH2:8][C@@H:3]1[CH2:4][CH2:5][C@@H:6]2[CH2:9][OH:10].C(N(CC)CC)C.[CH3:19][C:20]1[CH:25]=[CH:24][C:23]([S:26](Cl)(=[O:28])=[O:27])=[CH:22][CH:21]=1. (5) Given the product [CH3:19][O:18][C:16]([C:10]1[C:9]([NH:8][C:20]([O:22][C:23]([CH3:24])([CH3:25])[CH3:26])=[O:21])=[N:14][CH:13]=[C:12]([C:34](=[O:35])[CH3:32])[N:11]=1)=[O:17], predict the reactants needed to synthesize it. The reactants are: C(OC([N:8]([C:20]([O:22][C:23]([CH3:26])([CH3:25])[CH3:24])=[O:21])[C:9]1[C:10]([C:16]([O:18][CH3:19])=[O:17])=[N:11][C:12](Br)=[CH:13][N:14]=1)=O)(C)(C)C.BrC1N=[C:32]([C:34](OC)=[O:35])C(NC(OC(C)(C)C)=O)=NC=1.Cl. (6) The reactants are: C([O-])([O-])=O.[Cs+].[Cs+].[F-].[Cs+].[C:9]([C:11]1[CH:16]=[CH:15][C:14](B(O)O)=[CH:13][CH:12]=1)#[N:10].Br[C:21]1[CH:22]=[C:23]2[C:27](=[CH:28][CH:29]=1)[NH:26][C:25]([CH2:30][CH2:31][N:32]1[CH2:36][CH2:35][CH2:34][CH:33]1[CH3:37])=[CH:24]2.N1C2C(=CC=CC=2)C=C1. Given the product [CH3:37][CH:33]1[CH2:34][CH2:35][CH2:36][N:32]1[CH2:31][CH2:30][C:25]1[NH:26][C:27]2[C:23]([CH:24]=1)=[CH:22][C:21]([C:14]1[CH:15]=[CH:16][C:11]([C:9]#[N:10])=[CH:12][CH:13]=1)=[CH:29][CH:28]=2, predict the reactants needed to synthesize it. (7) The reactants are: C(NC(C)C)(C)C.C([Li])CCC.CCCCCC.[F:19][C:20]1[CH:25]=[C:24]([CH3:26])[CH:23]=[CH:22][N:21]=1.[Cl-].[NH4+].[O:29]1CCC[CH2:30]1. Given the product [F:19][C:20]1[CH:25]=[C:24]([CH2:26][CH2:30][OH:29])[CH:23]=[CH:22][N:21]=1, predict the reactants needed to synthesize it. (8) Given the product [Cl:20][C:5]1[C:6]([NH:8][C:9]2[C:18]([F:19])=[CH:17][CH:16]=[CH:15][C:10]=2[C:11]([NH:13][CH3:14])=[O:12])=[N:7][C:2]([NH:21][C:22]2[CH:35]=[CH:34][C:25]3[CH2:26][CH2:27][CH2:28][C:29](=[O:33])[N:30]([CH2:31][CH3:32])[C:24]=3[CH:23]=2)=[N:3][CH:4]=1, predict the reactants needed to synthesize it. The reactants are: Cl[C:2]1[N:7]=[C:6]([NH:8][C:9]2[C:18]([F:19])=[CH:17][CH:16]=[CH:15][C:10]=2[C:11]([NH:13][CH3:14])=[O:12])[C:5]([Cl:20])=[CH:4][N:3]=1.[NH2:21][C:22]1[CH:35]=[CH:34][C:25]2[CH2:26][CH2:27][CH2:28][C:29](=[O:33])[N:30]([CH2:31][CH3:32])[C:24]=2[CH:23]=1.C12(CS(O)(=O)=O)C(C)(C)C(CC1)CC2=O.